From a dataset of Peptide-MHC class II binding affinity with 134,281 pairs from IEDB. Regression. Given a peptide amino acid sequence and an MHC pseudo amino acid sequence, predict their binding affinity value. This is MHC class II binding data. (1) The peptide sequence is SIDLELSWNLNGLQAY. The MHC is HLA-DQA10301-DQB10302 with pseudo-sequence HLA-DQA10301-DQB10302. The binding affinity (normalized) is 0.378. (2) The peptide sequence is FTSLEYIEAAKWLLP. The MHC is HLA-DQA10301-DQB10302 with pseudo-sequence HLA-DQA10301-DQB10302. The binding affinity (normalized) is 0.187. (3) The peptide sequence is EPGHLAPTGMFVAAA. The MHC is DRB1_0101 with pseudo-sequence DRB1_0101. The binding affinity (normalized) is 0.545. (4) The peptide sequence is KKSAHGSPTFWMGSH. The MHC is DRB1_1301 with pseudo-sequence DRB1_1301. The binding affinity (normalized) is 0.601. (5) The peptide sequence is RRIFGVFKNPCTSHG. The MHC is H-2-IAb with pseudo-sequence H-2-IAb. The binding affinity (normalized) is 0.437. (6) The peptide sequence is LRKVKRVVASLMRGLHHHHHH. The MHC is DRB3_0301 with pseudo-sequence DRB3_0301. The binding affinity (normalized) is 0.695. (7) The peptide sequence is MLWHAMPPELNTARL. The MHC is HLA-DQA10102-DQB10602 with pseudo-sequence HLA-DQA10102-DQB10602. The binding affinity (normalized) is 0.372.